From a dataset of Reaction yield outcomes from USPTO patents with 853,638 reactions. Predict the reaction yield, written as a fraction of the theoretical maximum amount of product (1.0 means a 100% yield; for example, 0.34 means a 34% yield). (1) The reactants are [Br:1][CH2:2][CH2:3][CH2:4][CH2:5][CH2:6][CH2:7][O:8][C:9]1[CH:10]=[C:11]([C:15]([NH2:17])=[O:16])[CH:12]=[CH:13][CH:14]=1.[C:18]1([P:24]([C:31]2[CH:36]=[CH:35][CH:34]=[CH:33][CH:32]=2)[C:25]2[CH:30]=[CH:29][CH:28]=[CH:27][CH:26]=2)[CH:23]=[CH:22][CH:21]=[CH:20][CH:19]=1. The catalyst is CC#N. The product is [Br-:1].[NH2:17][C:15]([C:11]1[CH:10]=[C:9]([CH:14]=[CH:13][CH:12]=1)[O:8][CH2:7][CH2:6][CH2:5][CH2:4][CH2:3][CH2:2][P+:24]([C:25]1[CH:26]=[CH:27][CH:28]=[CH:29][CH:30]=1)([C:31]1[CH:36]=[CH:35][CH:34]=[CH:33][CH:32]=1)[C:18]1[CH:19]=[CH:20][CH:21]=[CH:22][CH:23]=1)=[O:16]. The yield is 1.00. (2) The reactants are [Cl:1][C:2]1[CH:24]=[C:23]([C:25]2[CH2:30][CH2:29][C:28](=[O:31])[NH:27][N:26]=2)[CH:22]=[CH:21][C:3]=1[O:4][CH2:5][C:6]([NH:8][CH2:9][C:10]1[CH:15]=[CH:14][C:13]([O:16][CH2:17][CH:18]2[CH2:20][O:19]2)=[CH:12][CH:11]=1)=[O:7].[CH:32]([NH2:35])([CH3:34])[CH3:33]. The catalyst is C(O)C. The product is [Cl:1][C:2]1[CH:24]=[C:23]([C:25]2[CH2:30][CH2:29][C:28](=[O:31])[NH:27][N:26]=2)[CH:22]=[CH:21][C:3]=1[O:4][CH2:5][C:6]([NH:8][CH2:9][C:10]1[CH:11]=[CH:12][C:13]([O:16][CH2:17][CH:18]([OH:19])[CH2:20][NH:35][CH:32]([CH3:34])[CH3:33])=[CH:14][CH:15]=1)=[O:7]. The yield is 0.230. (3) The reactants are [NH2:1][C@@H:2]([CH2:6][C:7]1[CH:12]=[CH:11][CH:10]=[CH:9][CH:8]=1)[C:3]([OH:5])=[O:4].S(=O)(=O)(O)O.II.[I:20]([O-])(=O)=O.[Na+]. The catalyst is C(O)(=O)C. The product is [NH2:1][C@@H:2]([CH2:6][C:7]1[CH:12]=[CH:11][C:10]([I:20])=[CH:9][CH:8]=1)[C:3]([OH:5])=[O:4]. The yield is 1.00. (4) The reactants are [CH:1]1[CH2:8][CH2:7][CH2:6][CH2:5][CH2:4][CH2:3][CH:2]=1.[C:9](O[C:9](=[O:13])[CH:10]([CH3:12])[CH3:11])(=[O:13])[CH:10]([CH3:12])[CH3:11]. The catalyst is [Br-].[Zn+2].[Br-]. The product is [CH:1]1([C:9](=[O:13])[CH:10]([CH3:12])[CH3:11])[CH2:8][CH2:7][CH2:6][CH2:5][CH:4]=[CH:3][CH2:2]1. The yield is 0.330.